Dataset: Full USPTO retrosynthesis dataset with 1.9M reactions from patents (1976-2016). Task: Predict the reactants needed to synthesize the given product. (1) Given the product [CH3:22][N:23]([CH:24]([CH3:26])[CH3:25])[C:17]([C@@H:12]1[C:11]2[C:10]3[C:5](=[CH:6][CH:7]=[CH:8][C:9]=3[O:20][CH3:21])[N:4]([CH2:3][CH2:2][F:1])[C:16]=2[CH2:15][CH2:14][CH2:13]1)=[O:18], predict the reactants needed to synthesize it. The reactants are: [F:1][CH2:2][CH2:3][N:4]1[C:16]2[CH2:15][CH2:14][CH2:13][CH:12]([C:17](Cl)=[O:18])[C:11]=2[C:10]2[C:5]1=[CH:6][CH:7]=[CH:8][C:9]=2[O:20][CH3:21].[CH3:22][NH:23][CH:24]([CH3:26])[CH3:25].Cl.C(Cl)Cl.O.C(Cl)Cl. (2) The reactants are: Cl.[NH2:2][C:3]1[N:8]=[C:7]2[N:9]([CH3:15])[C:10](=[O:14])[C:11]([CH3:13])([CH3:12])[C:6]2=[CH:5][CH:4]=1.Cl.[C:17](Cl)(=[O:24])[C:18]1[CH:23]=[CH:22][CH:21]=[N:20][CH:19]=1. Given the product [CH3:15][N:9]1[C:7]2=[N:8][C:3]([NH:2][C:17](=[O:24])[C:18]3[CH:23]=[CH:22][CH:21]=[N:20][CH:19]=3)=[CH:4][CH:5]=[C:6]2[C:11]([CH3:12])([CH3:13])[C:10]1=[O:14], predict the reactants needed to synthesize it. (3) Given the product [Cl:26][C:27]1[N:32]=[C:31]2[C:30](=[CH:29][CH:28]=1)[N:33]=[CH:34][C:35]([C:40]([CH:42]1[CH2:44][CH2:43]1)=[O:41])=[C:36]2[OH:38], predict the reactants needed to synthesize it. The reactants are: C1C=CC(C2C=CC=CC=2)=CC=1.C1C=CC(OC2C=CC=CC=2)=CC=1.[Cl:26][C:27]1[N:32]=[CH:31][C:30]([NH:33][CH:34]=[C:35]([C:40]([CH:42]2[CH2:44][CH2:43]2)=[O:41])[C:36]([O:38]C)=O)=[CH:29][CH:28]=1. (4) Given the product [CH3:24][O:25][C:26](=[O:64])[N:27]=[C:28]([S:62][CH3:63])[C:29]([C:43]1[CH:44]=[C:45]([O:60][CH3:61])[CH:46]=[C:47]([OH:49])[CH:48]=1)=[N:30][C:31]1[CH:36]=[CH:35][C:34]([C:37]2[N:41]=[C:40]([CH3:42])[O:39][N:38]=2)=[CH:33][CH:32]=1, predict the reactants needed to synthesize it. The reactants are: CCCC[N+](CCCC)(CCCC)CCCC.[F-].C1COCC1.[CH3:24][O:25][C:26](=[O:64])[N:27]=[C:28]([S:62][CH3:63])[C:29]([C:43]1[CH:48]=[C:47]([O:49][Si](C(C)C)(C(C)C)C(C)C)[CH:46]=[C:45]([O:60][CH3:61])[CH:44]=1)=[N:30][C:31]1[CH:36]=[CH:35][C:34]([C:37]2[N:41]=[C:40]([CH3:42])[O:39][N:38]=2)=[CH:33][CH:32]=1.[Cl-].[NH4+]. (5) The reactants are: [CH2:1]([N:8]1[CH:12]=[C:11](/[CH:13]=[CH:14]/[C:15]([O:17][CH2:18][CH3:19])=[O:16])[C:10]([O:20]CC2C=CC=CC=2)=[N:9]1)[C:2]1[CH:7]=[CH:6][CH:5]=[CH:4][CH:3]=1.C(O)C. Given the product [CH2:1]([N:8]1[CH:12]=[C:11]([CH2:13][CH2:14][C:15]([O:17][CH2:18][CH3:19])=[O:16])[C:10]([OH:20])=[N:9]1)[C:2]1[CH:3]=[CH:4][CH:5]=[CH:6][CH:7]=1, predict the reactants needed to synthesize it.